From a dataset of Forward reaction prediction with 1.9M reactions from USPTO patents (1976-2016). Predict the product of the given reaction. Given the reactants [F:1][C:2]1[CH:7]=[CH:6][C:5]([CH2:8][C:9]2[CH:18]=[C:17]3[C:12]([C:13]([OH:32])=[C:14]([C:27](OCC)=[O:28])[C:15](=[O:26])[N:16]3[CH2:19][CH2:20][NH:21][S:22]([CH3:25])(=[O:24])=[O:23])=[N:11][CH:10]=2)=[CH:4][CH:3]=1.[CH2:33]([CH2:35][NH2:36])[OH:34], predict the reaction product. The product is: [F:1][C:2]1[CH:7]=[CH:6][C:5]([CH2:8][C:9]2[CH:18]=[C:17]3[C:12]([C:13]([OH:32])=[C:14]([C:27]([NH:36][CH2:35][CH2:33][OH:34])=[O:28])[C:15](=[O:26])[N:16]3[CH2:19][CH2:20][NH:21][S:22]([CH3:25])(=[O:24])=[O:23])=[N:11][CH:10]=2)=[CH:4][CH:3]=1.